Dataset: Forward reaction prediction with 1.9M reactions from USPTO patents (1976-2016). Task: Predict the product of the given reaction. (1) Given the reactants Cl[C:2]1[N:3]=[N:4][C:5]([O:8][CH2:9][C:10]2[N:11]([C:16]3[CH:21]=[CH:20][C:19]([F:22])=[CH:18][CH:17]=3)[N:12]=[N:13][C:14]=2[CH3:15])=[CH:6][CH:7]=1.[C:23](=[O:26])([O-])[O-:24].[Na+].[Na+].[CH2:29](O)[CH3:30], predict the reaction product. The product is: [CH2:29]([O:24][C:23]([C:2]1[N:3]=[N:4][C:5]([O:8][CH2:9][C:10]2[N:11]([C:16]3[CH:21]=[CH:20][C:19]([F:22])=[CH:18][CH:17]=3)[N:12]=[N:13][C:14]=2[CH3:15])=[CH:6][CH:7]=1)=[O:26])[CH3:30]. (2) The product is: [F:1][CH2:2][C@H:3]1[CH2:7][N:6]([C@@H:8]([C:10]2[CH:15]=[CH:14][CH:13]=[CH:12][CH:11]=2)[CH3:9])[C:5](=[O:16])[C@@H:4]1[C:18]([O:20][CH2:21][CH3:22])=[O:19]. Given the reactants [F:1][CH2:2][C@H:3]1[CH2:7][N:6]([C@@H:8]([C:10]2[CH:15]=[CH:14][CH:13]=[CH:12][CH:11]=2)[CH3:9])[C:5](=[O:16])[CH2:4]1.Cl[C:18]([O:20][CH2:21][CH3:22])=[O:19].C[Si]([N-][Si](C)(C)C)(C)C.[Li+].[Cl-].[NH4+], predict the reaction product. (3) Given the reactants Br[C:2]1[CH:11]=[C:10]2[C:5]([C:6](=[O:13])[N:7]([CH3:12])[CH:8]=[N:9]2)=[CH:4][CH:3]=1.[CH2:14]=[CH:15][C:16]1[CH:21]=[CH:20][CH:19]=[CH:18][CH:17]=1.C([O-])([O-])=O.[Cs+].[Cs+].C1(C)C=CC=CC=1P(C1C=CC=CC=1C)C1C=CC=CC=1C, predict the reaction product. The product is: [CH3:12][N:7]1[C:6](=[O:13])[C:5]2[C:10](=[CH:11][C:2](/[CH:14]=[CH:15]/[C:16]3[CH:21]=[CH:20][CH:19]=[CH:18][CH:17]=3)=[CH:3][CH:4]=2)[N:9]=[CH:8]1.